From a dataset of Forward reaction prediction with 1.9M reactions from USPTO patents (1976-2016). Predict the product of the given reaction. (1) Given the reactants O=[C:2]1[CH2:7][CH2:6][N:5]([C:8]([O:10][C:11]([CH3:14])([CH3:13])[CH3:12])=[O:9])[CH2:4][CH2:3]1.[ClH:15].[NH2:16][NH2:17].[H][H], predict the reaction product. The product is: [ClH:15].[NH:16]([CH:2]1[CH2:7][CH2:6][N:5]([C:8]([O:10][C:11]([CH3:14])([CH3:13])[CH3:12])=[O:9])[CH2:4][CH2:3]1)[NH2:17]. (2) Given the reactants [C:1]([O:5][C:6](=[O:39])[NH:7][C:8]1([C:12]2[CH:17]=[CH:16][C:15]([C:18]3[C:19]([C:33]4[CH:38]=[CH:37][CH:36]=[CH:35][CH:34]=4)=[CH:20][C:21]4[N:26]([CH2:27][CH2:28][C:29]#N)[C:25](=[O:31])[CH2:24][O:23][C:22]=4[N:32]=3)=[CH:14][CH:13]=2)[CH2:11][CH2:10][CH2:9]1)([CH3:4])([CH3:3])[CH3:2].O=[C:41]1COC2N=C(C3C=CC(C4(NC(=O)OC(C)(C)C)CCC4)=CC=3)C(C3C=CC=CC=3)=CC=2N1.BrCC(C)C, predict the reaction product. The product is: [C:1]([O:5][C:6](=[O:39])[NH:7][C:8]1([C:12]2[CH:17]=[CH:16][C:15]([C:18]3[C:19]([C:33]4[CH:34]=[CH:35][CH:36]=[CH:37][CH:38]=4)=[CH:20][C:21]4[N:26]([CH2:27][CH:28]([CH3:29])[CH3:41])[C:25](=[O:31])[CH2:24][O:23][C:22]=4[N:32]=3)=[CH:14][CH:13]=2)[CH2:9][CH2:10][CH2:11]1)([CH3:3])([CH3:2])[CH3:4]. (3) Given the reactants [CH3:1][O:2][C:3]([CH:5]1[CH2:10][CH2:9][CH:8]([C:11](=O)[NH2:12])[CH2:7][CH2:6]1)=[O:4].O=C(Cl)OC(Cl)(Cl)Cl, predict the reaction product. The product is: [CH3:1][O:2][C:3]([CH:5]1[CH2:10][CH2:9][CH:8]([C:11]#[N:12])[CH2:7][CH2:6]1)=[O:4]. (4) The product is: [C:29]([N:8]([CH2:9][C:10]1([N:13]([CH3:21])[C:14](=[O:20])[O:15][C:16]([CH3:17])([CH3:18])[CH3:19])[CH2:11][CH2:12]1)[C:5]1[CH:6]=[N:7][C:2]([Cl:1])=[CH:3][CH:4]=1)(=[O:36])[C:30]1[CH:35]=[CH:34][CH:33]=[CH:32][CH:31]=1. Given the reactants [Cl:1][C:2]1[N:7]=[CH:6][C:5]([NH:8][CH2:9][C:10]2([N:13]([CH3:21])[C:14](=[O:20])[O:15][C:16]([CH3:19])([CH3:18])[CH3:17])[CH2:12][CH2:11]2)=[CH:4][CH:3]=1.C(N(CC)CC)C.[C:29](Cl)(=[O:36])[C:30]1[CH:35]=[CH:34][CH:33]=[CH:32][CH:31]=1, predict the reaction product.